From a dataset of Catalyst prediction with 721,799 reactions and 888 catalyst types from USPTO. Predict which catalyst facilitates the given reaction. (1) Reactant: [Br:1][C:2]1[C:3]([C:29]2[C:34]([Cl:35])=[CH:33][CH:32]=[C:31]([CH3:36])[C:30]=2[F:37])=[N:4][O:5][C:6]=1[C@@H:7]1[C@:12]([C:14]2[CH:19]=[CH:18][C:17]([F:20])=[C:16]([F:21])[CH:15]=2)([OH:13])[CH2:11][CH2:10][N:9](C(OC(C)(C)C)=O)[CH2:8]1.Cl.O1CCOCC1. Product: [Br:1][C:2]1[C:3]([C:29]2[C:34]([Cl:35])=[CH:33][CH:32]=[C:31]([CH3:36])[C:30]=2[F:37])=[N:4][O:5][C:6]=1[C@@H:7]1[C@:12]([C:14]2[CH:19]=[CH:18][C:17]([F:20])=[C:16]([F:21])[CH:15]=2)([OH:13])[CH2:11][CH2:10][NH:9][CH2:8]1. The catalyst class is: 4. (2) Reactant: [Cl:1][C:2]1[CH:8]=[CH:7][C:5]([NH2:6])=[C:4]([F:9])[CH:3]=1.[C:10]1(=O)[O:15][C:13](=[O:14])[C:12]2[CH2:16][CH2:17][CH2:18][CH2:19][C:11]1=2.O.C(OCC)(=O)C. Product: [Cl:1][C:2]1[CH:8]=[CH:7][C:5]([N:6]2[C:10](=[O:15])[C:11]3[CH2:19][CH2:18][CH2:17][CH2:16][C:12]=3[C:13]2=[O:14])=[C:4]([F:9])[CH:3]=1. The catalyst class is: 15. (3) Reactant: [Cl:1][C:2]1[CH:3]=[C:4]([CH:29]=[CH:30][C:31]=1[O:32][CH3:33])[CH2:5][NH:6][C:7]1[C:16]2[C:11](=[CH:12][CH:13]=[C:14]([C:17]#[N:18])[CH:15]=2)[C:10]([N:19]2[CH2:28][CH2:27][C:22]3([CH2:25][CH:24]([OH:26])[CH2:23]3)[CH2:21][CH2:20]2)=[N:9][N:8]=1.C(OCC)(=O)C.C(=O)(O)[O-].[Na+].S([O-])([O-])(=O)=S.[Na+].[Na+]. Product: [Cl:1][C:2]1[CH:3]=[C:4]([CH:29]=[CH:30][C:31]=1[O:32][CH3:33])[CH2:5][NH:6][C:7]1[C:16]2[C:11](=[CH:12][CH:13]=[C:14]([C:17]#[N:18])[CH:15]=2)[C:10]([N:19]2[CH2:28][CH2:27][C:22]3([CH2:25][C:24](=[O:26])[CH2:23]3)[CH2:21][CH2:20]2)=[N:9][N:8]=1. The catalyst class is: 489. (4) Reactant: Cl[C:2]1[CH:3]=[C:4]([CH:8]=[C:9]([Cl:11])[N:10]=1)[C:5]([OH:7])=[O:6].Cl.[CH3:13][NH:14][CH2:15][C:16]1(C)[CH2:18][CH2:17]1.[C:20](=O)([O-])[O-].[Cs+].[Cs+]. Product: [Cl:11][C:9]1[CH:8]=[C:4]([CH:3]=[C:2]([N:14]([CH3:13])[CH2:15][CH:16]2[CH2:18][CH:17]2[CH3:20])[N:10]=1)[C:5]([OH:7])=[O:6]. The catalyst class is: 3. (5) The catalyst class is: 4. Reactant: [C:1]([C:3]1([C:8]2[CH:13]=[CH:12][C:11]([F:14])=[CH:10][CH:9]=2)[CH2:6][CH:5]([OH:7])[CH2:4]1)#[N:2].N1C(C)=CC=CC=1C.FC(F)(F)S(O[Si:29]([C:32]([CH3:35])([CH3:34])[CH3:33])([CH3:31])[CH3:30])(=O)=O. Product: [Si:29]([O:7][CH:5]1[CH2:6][C:3]([C:1]#[N:2])([C:8]2[CH:9]=[CH:10][C:11]([F:14])=[CH:12][CH:13]=2)[CH2:4]1)([C:32]([CH3:35])([CH3:34])[CH3:33])([CH3:31])[CH3:30].